Dataset: Forward reaction prediction with 1.9M reactions from USPTO patents (1976-2016). Task: Predict the product of the given reaction. (1) Given the reactants [C:1]([O:4][CH2:5][CH2:6][C@H:7]1[CH2:12][CH2:11][C@H:10]([CH:13]([NH:19][C:20]([O:22][C:23]([CH3:26])([CH3:25])[CH3:24])=[O:21])[CH2:14][CH2:15][N:16]=[N+]=[N-])[CH2:9][CH2:8]1)(=[O:3])[CH3:2], predict the reaction product. The product is: [C:1]([O:4][CH2:5][CH2:6][C@H:7]1[CH2:12][CH2:11][C@H:10]([CH:13]([NH:19][C:20]([O:22][C:23]([CH3:26])([CH3:25])[CH3:24])=[O:21])[CH2:14][CH2:15][NH2:16])[CH2:9][CH2:8]1)(=[O:3])[CH3:2]. (2) Given the reactants CCN(C(C)C)C(C)C.[N:10]1([C:14]([C:16]2[CH:43]=[CH:42][C:19]([O:20][C:21]3[CH:22]=[C:23]([CH:27]=[C:28]([O:30][C@@H:31]([CH3:41])[CH2:32][O:33][Si:34]([C:37]([CH3:40])([CH3:39])[CH3:38])([CH3:36])[CH3:35])[CH:29]=3)[C:24](O)=[O:25])=[C:18]([F:44])[CH:17]=2)=[O:15])[CH2:13][CH2:12][CH2:11]1.CN(C(ON1N=NC2C=CC=NC1=2)=[N+](C)C)C.F[P-](F)(F)(F)(F)F.[NH2:69][C:70]1[S:71][CH:72]=[CH:73][N:74]=1, predict the reaction product. The product is: [N:10]1([C:14]([C:16]2[CH:43]=[CH:42][C:19]([O:20][C:21]3[CH:22]=[C:23]([CH:27]=[C:28]([O:30][C@@H:31]([CH3:41])[CH2:32][O:33][Si:34]([C:37]([CH3:40])([CH3:39])[CH3:38])([CH3:36])[CH3:35])[CH:29]=3)[C:24]([NH:69][C:70]3[S:71][CH:72]=[CH:73][N:74]=3)=[O:25])=[C:18]([F:44])[CH:17]=2)=[O:15])[CH2:11][CH2:12][CH2:13]1. (3) The product is: [CH:2]([C:4]1[CH:5]=[C:6]2[C:11](=[CH:12][CH:13]=1)[C:9](=[O:10])[O:8][CH2:7]2)=[O:3]. Given the reactants Cl[C:2]([C:4]1[CH:5]=[C:6]2[C:11](=[CH:12][CH:13]=1)[C:9](=[O:10])[O:8][CH2:7]2)=[O:3].N1C2C(=CC=CC=2)C=CC=1.[S], predict the reaction product.